From a dataset of Full USPTO retrosynthesis dataset with 1.9M reactions from patents (1976-2016). Predict the reactants needed to synthesize the given product. (1) Given the product [ClH:1].[Cl:1][C:2]1[CH:3]=[C:4]([C:12]2[O:16][N:15]=[C:14]([C:17]3[CH:18]=[CH:19][C:20]4[CH2:26][NH:25][CH2:24][CH2:23][CH2:22][C:21]=4[CH:34]=3)[N:13]=2)[CH:5]=[CH:6][C:7]=1[O:8][CH:9]([CH3:11])[CH3:10], predict the reactants needed to synthesize it. The reactants are: [Cl:1][C:2]1[CH:3]=[C:4]([C:12]2[O:16][N:15]=[C:14]([C:17]3[CH:18]=[CH:19][C:20]4[CH2:26][N:25](C(OC(C)(C)C)=O)[CH2:24][CH2:23][CH2:22][C:21]=4[CH:34]=3)[N:13]=2)[CH:5]=[CH:6][C:7]=1[O:8][CH:9]([CH3:11])[CH3:10].Cl.O1CCOCC1. (2) Given the product [OH:37][C:36]([CH2:38][CH2:39][CH2:40][CH2:41][CH2:42][CH2:43][CH2:44][CH2:45][CH3:46])=[O:35].[C:25]([OH:27])(=[O:26])[CH2:24][CH2:23][CH2:19][CH2:20][CH2:36][CH2:38][CH2:39][CH2:40][CH2:41][CH2:42][CH3:43], predict the reactants needed to synthesize it. The reactants are: NC(CO)(CO)CO.C(N(CCO)CCO)CO.[CH2:19]([C:23](O)(C(O)=O)[CH2:24][C:25]([OH:27])=[O:26])[C:20](O)=O.[OH-].[Na+].Cl.[OH:35][C:36]([CH2:38][CH2:39][CH2:40][CH2:41][CH2:42][CH2:43][CH2:44][CH2:45][CH3:46])=[O:37]. (3) Given the product [C:15]([C:17]1[CH:18]=[C:19]([CH:22]=[CH:23][CH:24]=1)[CH2:20][NH:14][C:4]1[CH:5]=[C:6]([C:9]2[NH:13][N:12]=[N:11][N:10]=2)[CH:7]=[CH:8][C:3]=1[F:2])#[CH:16], predict the reactants needed to synthesize it. The reactants are: Cl.[F:2][C:3]1[CH:8]=[CH:7][C:6]([C:9]2[NH:13][N:12]=[N:11][N:10]=2)=[CH:5][C:4]=1[NH2:14].[C:15]([C:17]1[CH:18]=[C:19]([CH:22]=[CH:23][CH:24]=1)[CH:20]=O)#[CH:16].[BH3-]C#N.[Na+]. (4) The reactants are: Br[C:2]1[N:7]=[C:6]([C:8]([NH:10][C:11]2[CH:12]=[N:13][CH:14]=[CH:15][C:16]=2[C@@H:17]2[O:22][C@H:21]([CH3:23])[C@:20]([OH:25])([CH3:24])[C@H:19]([NH:26][C:27](=[O:33])[O:28][C:29]([CH3:32])([CH3:31])[CH3:30])[CH2:18]2)=[O:9])[CH:5]=[CH:4][C:3]=1[F:34].[F:35][C:36]1[CH:37]=[C:38]([NH:52][C:53](=[O:55])[CH3:54])[CH:39]=[C:40]([F:51])[C:41]=1B1OC(C)(C)C(C)(C)O1. Given the product [C:53]([NH:52][C:38]1[CH:39]=[C:40]([F:51])[C:41]([C:2]2[N:7]=[C:6]([C:8]([NH:10][C:11]3[CH:12]=[N:13][CH:14]=[CH:15][C:16]=3[C@@H:17]3[O:22][C@H:21]([CH3:23])[C@:20]([OH:25])([CH3:24])[C@H:19]([NH:26][C:27](=[O:33])[O:28][C:29]([CH3:30])([CH3:31])[CH3:32])[CH2:18]3)=[O:9])[CH:5]=[CH:4][C:3]=2[F:34])=[C:36]([F:35])[CH:37]=1)(=[O:55])[CH3:54], predict the reactants needed to synthesize it. (5) Given the product [F:1][C:2]1[C:7]2[N:8]=[CH:9][S:10][C:6]=2[CH:5]=[C:4]([C:11]([NH:50][O:49][CH2:48][CH2:47][O:46][CH:44]=[CH2:45])=[O:13])[C:3]=1[NH:14][C:15]1[CH:20]=[CH:19][C:18]([I:21])=[CH:17][C:16]=1[F:22], predict the reactants needed to synthesize it. The reactants are: [F:1][C:2]1[C:7]2[N:8]=[CH:9][S:10][C:6]=2[CH:5]=[C:4]([C:11]([OH:13])=O)[C:3]=1[NH:14][C:15]1[CH:20]=[CH:19][C:18]([I:21])=[CH:17][C:16]=1[F:22].C1C=CC2N(O)N=NC=2C=1.CCN=C=NCCCN(C)C.[CH:44]([O:46][CH2:47][CH2:48][O:49][NH2:50])=[CH2:45].[NH4+].[Cl-]. (6) The reactants are: O[C:2]1[C:11]2[CH:10]=[C:9]3[N:12]=[CH:13][S:14][C:8]3=[CH:7][C:6]=2[N:5]=[CH:4][C:3]=1[C:15]#[N:16].[Cl:17][C:18]1[C:24]([O:25][CH3:26])=[CH:23][C:21]([NH2:22])=[C:20]([CH3:27])[CH:19]=1.Cl.N1C=CC=CC=1. Given the product [Cl:17][C:18]1[C:24]([O:25][CH3:26])=[CH:23][C:21]([NH:22][C:13]2[S:14][C:8]3[C:9]([N:12]=2)=[CH:10][C:11]2[CH:2]=[C:3]([C:15]#[N:16])[CH:4]=[N:5][C:6]=2[CH:7]=3)=[C:20]([CH3:27])[CH:19]=1, predict the reactants needed to synthesize it. (7) Given the product [Cl:14][C:5]1[N:4]=[N:3][C:2]([O:15][CH2:16][CH3:17])=[C:7]([N:8]2[CH2:13][CH2:12][O:11][CH2:10][CH2:9]2)[CH:6]=1, predict the reactants needed to synthesize it. The reactants are: Cl[C:2]1[N:3]=[N:4][C:5]([Cl:14])=[CH:6][C:7]=1[N:8]1[CH2:13][CH2:12][O:11][CH2:10][CH2:9]1.[O-:15][CH2:16][CH3:17].[Na+].